This data is from Forward reaction prediction with 1.9M reactions from USPTO patents (1976-2016). The task is: Predict the product of the given reaction. (1) Given the reactants [CH3:1][N:2]([CH3:25])[C:3]1([C:19]2[CH:24]=[CH:23][CH:22]=[CH:21][CH:20]=2)[CH2:8][CH2:7][C:6]([C:9]2[NH:10][C:11]3[C:16]([C:17]=2[CH3:18])=[CH:15][CH:14]=[CH:13][CH:12]=3)=[CH:5][CH2:4]1, predict the reaction product. The product is: [CH3:25][N:2]([CH3:1])[C:3]1([C:19]2[CH:20]=[CH:21][CH:22]=[CH:23][CH:24]=2)[CH2:4][CH2:5][CH:6]([C:9]2[NH:10][C:11]3[C:16]([C:17]=2[CH3:18])=[CH:15][CH:14]=[CH:13][CH:12]=3)[CH2:7][CH2:8]1. (2) Given the reactants [C:1]1([S:7]([C:10]#[N:11])(=[O:9])=[O:8])[CH:6]=[CH:5][CH:4]=[CH:3][CH:2]=1.[C:12]1([CH3:18])[CH:17]=CC=[CH:14][CH:13]=1, predict the reaction product. The product is: [C:1]1([S:7]([C:10]2[CH:14]=[CH:13][C:12]([CH3:18])=[CH:17][N:11]=2)(=[O:8])=[O:9])[CH:2]=[CH:3][CH:4]=[CH:5][CH:6]=1. (3) Given the reactants [CH:1]1([C:7]2([CH3:15])[N:11]([CH3:12])[C:10](=[O:13])[NH:9][C:8]2=[O:14])[CH2:6][CH2:5][CH2:4][CH2:3][CH2:2]1.Br[CH2:17][C:18]([C:20]1[O:21][CH:22]=[CH:23][CH:24]=1)=[O:19], predict the reaction product. The product is: [CH:1]1([C:7]2([CH3:15])[N:11]([CH3:12])[C:10](=[O:13])[N:9]([CH2:17][C:18]([C:20]3[O:21][CH:22]=[CH:23][CH:24]=3)=[O:19])[C:8]2=[O:14])[CH2:2][CH2:3][CH2:4][CH2:5][CH2:6]1.